Dataset: Full USPTO retrosynthesis dataset with 1.9M reactions from patents (1976-2016). Task: Predict the reactants needed to synthesize the given product. (1) Given the product [OH:8][N:9]1[C:15](=[O:16])[N:14]2[CH2:17][C@H:10]1[CH2:11][CH2:12][C@H:13]2[C:18]([NH:20][C:21]1[CH:26]=[CH:25][N:24]=[C:23]([O:27][CH3:28])[CH:22]=1)=[O:19], predict the reactants needed to synthesize it. The reactants are: C([O:8][N:9]1[C:15](=[O:16])[N:14]2[CH2:17][C@H:10]1[CH2:11][CH2:12][C@H:13]2[C:18]([NH:20][C:21]1[CH:26]=[CH:25][N:24]=[C:23]([O:27][CH3:28])[CH:22]=1)=[O:19])C1C=CC=CC=1. (2) Given the product [Cl:19][C:16]1[CH:17]=[CH:18][C:13]([C:5]2[N:6]=[C:7]3[CH:12]=[CH:11][CH:10]=[CH:9][N:8]3[C:4]=2[CH2:3][N:23]2[C:24](=[O:26])[CH2:25][O:20][C:21]3[CH:30]=[CH:29][CH:28]=[CH:27][C:22]2=3)=[CH:14][CH:15]=1, predict the reactants needed to synthesize it. The reactants are: Cl.Cl[CH2:3][C:4]1[N:8]2[CH:9]=[CH:10][CH:11]=[CH:12][C:7]2=[N:6][C:5]=1[C:13]1[CH:18]=[CH:17][C:16]([Cl:19])=[CH:15][CH:14]=1.[O:20]1[CH2:25][C:24](=[O:26])[NH:23][C:22]2[CH:27]=[CH:28][CH:29]=[CH:30][C:21]1=2. (3) Given the product [NH2:15][C:14]1[C:5]([NH:4][CH:1]2[CH2:3][CH2:2]2)=[C:6]([CH:11]=[CH:12][CH:13]=1)[C:7]([O:9][CH3:10])=[O:8], predict the reactants needed to synthesize it. The reactants are: [CH:1]1([NH:4][C:5]2[C:14]([N+:15]([O-])=O)=[CH:13][CH:12]=[CH:11][C:6]=2[C:7]([O:9][CH3:10])=[O:8])[CH2:3][CH2:2]1. (4) Given the product [C:1]([O:5][C:6]([N:8]([C@@H:19]1[CH2:28][C:27]2[CH:26]=[C:25]([O:29][C:30]3[CH:31]=[CH:32][C:33]([Cl:40])=[C:34]([CH:39]=3)[C:35]([OH:37])=[O:36])[CH:24]=[CH:23][C:22]=2[CH2:21][CH2:20]1)[CH2:9][C@@H:10]([C:12]1[CH:17]=[CH:16][CH:15]=[C:14]([Cl:18])[CH:13]=1)[OH:11])=[O:7])([CH3:4])([CH3:2])[CH3:3], predict the reactants needed to synthesize it. The reactants are: [C:1]([O:5][C:6]([N:8]([C@@H:19]1[CH2:28][C:27]2[CH:26]=[C:25]([O:29][C:30]3[CH:31]=[CH:32][C:33]([Cl:40])=[C:34]([CH:39]=3)[C:35]([O:37]C)=[O:36])[CH:24]=[CH:23][C:22]=2[CH2:21][CH2:20]1)[CH2:9][C@@H:10]([C:12]1[CH:17]=[CH:16][CH:15]=[C:14]([Cl:18])[CH:13]=1)[OH:11])=[O:7])([CH3:4])([CH3:3])[CH3:2].[OH-].[Na+].Cl.